This data is from Full USPTO retrosynthesis dataset with 1.9M reactions from patents (1976-2016). The task is: Predict the reactants needed to synthesize the given product. The reactants are: [C:1]([O:4][CH2:5][C@@H:6]1[C@@H:11]([O:12][C:13](=[O:15])[CH3:14])[C@H:10]([O:16][C@@H:17]2[C@@H:22]([O:23][C:24](=[O:26])[CH3:25])[C@@H:21]([O:27][C:28](=[O:30])[CH3:29])[C@H:20]([O:31][C:32](=[O:34])[CH3:33])[C@@H:19]([CH2:35][O:36][C:37](=[O:39])[CH3:38])[O:18]2)[C@H:9]([O:40][C:41](=[O:43])[CH3:42])[C@@H:8]([CH2:44][CH:45]=[CH2:46])[O:7]1)(=[O:3])[CH3:2].C([CH:49]1[CH2:54][CH2:53][CH2:52][CH2:51][CH2:50]1)=C. Given the product [C:1]([O:4][CH2:5][C@@H:6]1[C@@H:11]([O:12][C:13](=[O:15])[CH3:14])[C@H:10]([O:16][C@@H:17]2[C@@H:22]([O:23][C:24](=[O:26])[CH3:25])[C@@H:21]([O:27][C:28](=[O:30])[CH3:29])[C@H:20]([O:31][C:32](=[O:34])[CH3:33])[C@@H:19]([CH2:35][O:36][C:37](=[O:39])[CH3:38])[O:18]2)[C@H:9]([O:40][C:41](=[O:43])[CH3:42])[C@@H:8]([CH2:44]/[CH:45]=[CH:46]/[CH:49]2[CH2:54][CH2:53][CH2:52][CH2:51][CH2:50]2)[O:7]1)(=[O:3])[CH3:2], predict the reactants needed to synthesize it.